From a dataset of Forward reaction prediction with 1.9M reactions from USPTO patents (1976-2016). Predict the product of the given reaction. Given the reactants [NH2:1][C@@H:2]1[CH2:7][CH2:6][C@H:5]([NH:8][C:9]([C:11]2[C:15]3=[N:16][CH:17]=[CH:18][C:19]([C:20]4[CH:25]=[CH:24][C:23]([F:26])=[CH:22][C:21]=4[O:27][CH2:28][CH:29]4[CH2:31][CH2:30]4)=[C:14]3[NH:13][C:12]=2[CH3:32])=[O:10])[CH2:4][CH2:3]1.[C:33](Cl)(=[O:35])[CH3:34], predict the reaction product. The product is: [C:33]([NH:1][C@@H:2]1[CH2:7][CH2:6][C@H:5]([NH:8][C:9]([C:11]2[C:15]3=[N:16][CH:17]=[CH:18][C:19]([C:20]4[CH:25]=[CH:24][C:23]([F:26])=[CH:22][C:21]=4[O:27][CH2:28][CH:29]4[CH2:30][CH2:31]4)=[C:14]3[NH:13][C:12]=2[CH3:32])=[O:10])[CH2:4][CH2:3]1)(=[O:35])[CH3:34].